Predict which catalyst facilitates the given reaction. From a dataset of Catalyst prediction with 721,799 reactions and 888 catalyst types from USPTO. (1) Reactant: [NH:1]1[C:5]2[CH:6]=[CH:7][CH:8]=[CH:9][C:4]=2[N:3]=[C:2]1[CH2:10][N:11]1[C@@H:24]2[C@@H:15]([CH2:16][CH2:17][C:18]3[C:23]2=[N:22][CH:21]=[CH:20][CH:19]=3)[CH2:14][CH2:13][CH2:12]1.C(=O)([O-])[O-].[K+].[K+].Cl.Cl[CH2:33][CH2:34][CH2:35][N:36]1[CH2:41][CH2:40][CH2:39][CH2:38][CH2:37]1.[I-].[K+]. Product: [N:36]1([CH2:35][CH2:34][CH2:33][N:1]2[C:5]3[CH:6]=[CH:7][CH:8]=[CH:9][C:4]=3[N:3]=[C:2]2[CH2:10][N:11]2[C@@H:24]3[C@@H:15]([CH2:16][CH2:17][C:18]4[C:23]3=[N:22][CH:21]=[CH:20][CH:19]=4)[CH2:14][CH2:13][CH2:12]2)[CH2:41][CH2:40][CH2:39][CH2:38][CH2:37]1. The catalyst class is: 35. (2) Reactant: [CH3:1][C:2]1[C:7]([CH3:8])=[C:6]([C@@H:9]2[CH2:14][CH2:13][N:12]([C:15]([O:17][C:18]([CH3:21])([CH3:20])[CH3:19])=[O:16])[CH2:11][C@H:10]2[C:22]([O:24][CH2:25][CH3:26])=[O:23])[CH:5]=[C:4]([O:27]CC2C=CC=CC=2)[N:3]=1. Product: [OH:27][C:4]1[N:3]=[C:2]([CH3:1])[C:7]([CH3:8])=[C:6]([C@@H:9]2[CH2:14][CH2:13][N:12]([C:15]([O:17][C:18]([CH3:21])([CH3:19])[CH3:20])=[O:16])[CH2:11][C@H:10]2[C:22]([O:24][CH2:25][CH3:26])=[O:23])[CH:5]=1. The catalyst class is: 63. (3) Reactant: [CH3:1][C:2]1[N:6]2[C:7]3[CH:26]=[CH:25][CH:24]=[CH:23][C:8]=3[CH2:9][CH2:10][CH:11]([NH:12]C(=O)OCC3C=CC=CC=3)[C:5]2=[N:4][CH:3]=1.[H][H]. Product: [CH3:1][C:2]1[N:6]2[C:7]3[CH:26]=[CH:25][CH:24]=[CH:23][C:8]=3[CH2:9][CH2:10][CH:11]([NH2:12])[C:5]2=[N:4][CH:3]=1. The catalyst class is: 29. (4) Reactant: [N+:1]([C:4]1[CH:9]=[CH:8][C:7]([N:10]2[CH2:15][CH2:14][NH:13][CH2:12][CH2:11]2)=[CH:6][CH:5]=1)([O-:3])=[O:2].C(=O)([O-])[O-].[K+].[K+].I[CH:23]1[CH2:27][CH2:26][CH2:25][CH2:24]1.C1OCCOCCOCCOCCOCCOC1. Product: [CH:23]1([N:13]2[CH2:14][CH2:15][N:10]([C:7]3[CH:6]=[CH:5][C:4]([N+:1]([O-:3])=[O:2])=[CH:9][CH:8]=3)[CH2:11][CH2:12]2)[CH2:27][CH2:26][CH2:25][CH2:24]1. The catalyst class is: 10. (5) Product: [CH3:28][N:25]1[C:26]2[CH:27]=[C:19]([N:12]3[CH:13]=[CH:14][C:9]([C:6]4[N:7]=[N:8][C:3]([C:2]([F:1])([F:16])[F:17])=[CH:4][CH:5]=4)=[CH:10][C:11]3=[O:15])[CH:20]=[CH:21][C:22]=2[C:23]2[CH2:33][CH2:32][N:31]([C:34]([O:36][C:37]([CH3:40])([CH3:39])[CH3:38])=[O:35])[CH2:30][CH2:29][C:24]1=2. The catalyst class is: 156. Reactant: [F:1][C:2]([F:17])([F:16])[C:3]1[N:8]=[N:7][C:6]([C:9]2[CH:14]=[CH:13][NH:12][C:11](=[O:15])[CH:10]=2)=[CH:5][CH:4]=1.Br[C:19]1[CH:20]=[CH:21][C:22]2[C:23]3[CH2:33][CH2:32][N:31]([C:34]([O:36][C:37]([CH3:40])([CH3:39])[CH3:38])=[O:35])[CH2:30][CH2:29][C:24]=3[N:25]([CH3:28])[C:26]=2[CH:27]=1.OC1C=CC=C2C=1N=CC=C2.C([O-])([O-])=O.[Cs+].[Cs+]. (6) Reactant: [F:1][C:2]1[CH:7]=[CH:6][CH:5]=[CH:4][C:3]=1[NH:8][C:9](=[O:15])[O:10]CCCC.[C:16]([Li])([CH3:19])([CH3:18])[CH3:17].[B:21](OC)([O:24]C)[O:22]C.[OH-].[Na+].Cl. Product: [C:16]([O:10][C:9]([NH:8][C:3]1[C:2]([F:1])=[CH:7][CH:6]=[CH:5][C:4]=1[B:21]([OH:24])[OH:22])=[O:15])([CH3:19])([CH3:18])[CH3:17]. The catalyst class is: 54. (7) Reactant: [Cl:1][C:2]1[N:6]2[CH:7]=[C:8]([CH2:15][CH2:16][CH3:17])[CH:9]=[C:10]([C:11]([F:14])([F:13])[F:12])[C:5]2=[N:4][C:3]=1[C:18]([O:20]C)=[O:19].O.[OH-].[Na+].Cl. Product: [Cl:1][C:2]1[N:6]2[CH:7]=[C:8]([CH2:15][CH2:16][CH3:17])[CH:9]=[C:10]([C:11]([F:13])([F:12])[F:14])[C:5]2=[N:4][C:3]=1[C:18]([OH:20])=[O:19]. The catalyst class is: 7. (8) Reactant: [Cl:1][C:2]1[CH:7]=[CH:6][C:5]([N:8]=[C:9]=[O:10])=[CH:4][C:3]=1[C:11]([F:14])([F:13])[F:12].C1(C)C=CC=CC=1.CO.C(Cl)(=O)C.[NH2:28][C:29]1[CH:45]=[CH:44][C:32]([O:33][C:34]2[CH:39]=[CH:38][N:37]=[C:36]([C:40]([NH:42][CH3:43])=[O:41])[CH:35]=2)=[CH:31][C:30]=1[F:46]. Product: [OH2:10].[Cl:1][C:2]1[CH:7]=[CH:6][C:5]([NH:8][C:9]([NH:28][C:29]2[CH:45]=[CH:44][C:32]([O:33][C:34]3[CH:39]=[CH:38][N:37]=[C:36]([C:40]([NH:42][CH3:43])=[O:41])[CH:35]=3)=[CH:31][C:30]=2[F:46])=[O:10])=[CH:4][C:3]=1[C:11]([F:12])([F:13])[F:14]. The catalyst class is: 7. (9) Reactant: [N:1]1[C:10]2[C:5](=[CH:6][CH:7]=[CH:8][CH:9]=2)[CH:4]=[C:3]([NH:11][C:12]([NH2:14])=[S:13])[CH:2]=1.[O-]CC.[Na+].[C:19]([CH2:21][C:22](OCC)=[O:23])#[N:20].S(=O)(=O)(O)O. Product: [NH2:20][C:19]1[N:11]([C:3]2[CH:2]=[N:1][C:10]3[C:5]([CH:4]=2)=[CH:6][CH:7]=[CH:8][CH:9]=3)[C:12](=[S:13])[NH:14][C:22](=[O:23])[CH:21]=1. The catalyst class is: 40. (10) Reactant: [Br:1][C:2]1[CH:3]=[C:4]([NH2:14])[C:5]([N:8]2[CH2:13][CH2:12][O:11][CH2:10][CH2:9]2)=[N:6][CH:7]=1.[H-].[Na+].[C:17](O[C:17]([O:19][C:20]([CH3:23])([CH3:22])[CH3:21])=[O:18])([O:19][C:20]([CH3:23])([CH3:22])[CH3:21])=[O:18]. Product: [Br:1][C:2]1[CH:3]=[C:4]([NH:14][C:17](=[O:18])[O:19][C:20]([CH3:23])([CH3:22])[CH3:21])[C:5]([N:8]2[CH2:13][CH2:12][O:11][CH2:10][CH2:9]2)=[N:6][CH:7]=1. The catalyst class is: 3.